Dataset: Full USPTO retrosynthesis dataset with 1.9M reactions from patents (1976-2016). Task: Predict the reactants needed to synthesize the given product. (1) The reactants are: Cl.Cl.[OH:3][C@H:4]1[C@@H:9]([CH3:10])[CH2:8][CH2:7][N:6]([CH2:11][CH2:12][CH2:13][N:14]2[CH2:19][CH2:18][NH:17][CH:16]([CH3:20])[C:15]2=[O:21])[CH2:5]1.[Cl:22][C:23]1[CH:24]=[C:25]([CH:31]=[CH:32][CH:33]=1)[CH:26]=[CH:27][C:28](O)=[O:29].C(N(CC)CC)C.F[P-](F)(F)(F)(F)F.N1(OC(N(C)C)=[N+](C)C)C2N=CC=CC=2N=N1. Given the product [Cl:22][C:23]1[CH:24]=[C:25](/[CH:26]=[CH:27]/[C:28]([N:17]2[CH2:18][CH2:19][N:14]([CH2:13][CH2:12][CH2:11][N:6]3[CH2:7][CH2:8][C@H:9]([CH3:10])[C@H:4]([OH:3])[CH2:5]3)[C:15](=[O:21])[CH:16]2[CH3:20])=[O:29])[CH:31]=[CH:32][CH:33]=1, predict the reactants needed to synthesize it. (2) The reactants are: Cl.[NH2:2][C:3]1[CH:4]=[C:5]([N:9]2[C:13]([CH3:14])=[C:12]([C:15]([N:17]3[CH2:22][CH2:21][CH:20]([N:23]4[CH2:27][CH2:26][CH2:25][CH2:24]4)[CH2:19][CH2:18]3)=[O:16])[C:11]([CH3:28])=[N:10]2)[CH:6]=[CH:7][CH:8]=1.[F:29][C:30]([F:41])([F:40])[C:31](O[C:31](=[O:32])[C:30]([F:41])([F:40])[F:29])=[O:32]. Given the product [CH3:28][C:11]1[C:12]([C:15]([N:17]2[CH2:22][CH2:21][CH:20]([N:23]3[CH2:24][CH2:25][CH2:26][CH2:27]3)[CH2:19][CH2:18]2)=[O:16])=[C:13]([CH3:14])[N:9]([C:5]2[CH:4]=[C:3]([NH:2][C:31](=[O:32])[C:30]([F:41])([F:40])[F:29])[CH:8]=[CH:7][CH:6]=2)[N:10]=1, predict the reactants needed to synthesize it.